From a dataset of Catalyst prediction with 721,799 reactions and 888 catalyst types from USPTO. Predict which catalyst facilitates the given reaction. (1) Reactant: [CH3:1][C:2]1([CH3:37])[CH2:11][CH:10]=[C:9]([S:12][C:13]2[CH:18]=[CH:17][CH:16]=[CH:15][CH:14]=2)[C:8]2[CH:7]=[C:6]([C:19]([O:21][C:22]3[CH:36]=[CH:35][C:25]([C:26]([O:28][CH2:29][CH2:30][Si](C)(C)C)=[O:27])=[CH:24][CH:23]=3)=[O:20])[CH:5]=[CH:4][C:3]1=2.[F-].C([N+](CCCC)(CCCC)CCCC)CCC.CCOC(C)=O. Product: [CH3:37][C:2]1([CH3:1])[CH2:11][CH:10]=[C:9]([S:12][C:13]2[CH:18]=[CH:17][CH:16]=[CH:15][CH:14]=2)[C:8]2[CH:7]=[C:6]([C:19]([O:21][C:22]3[CH:23]=[CH:24][C:25]([C:26]([O:28][CH2:29][CH3:30])=[O:27])=[CH:35][CH:36]=3)=[O:20])[CH:5]=[CH:4][C:3]1=2. The catalyst class is: 1. (2) Reactant: [N:1]1([CH2:6][CH2:7][CH2:8][NH2:9])[CH:5]=[CH:4][N:3]=[CH:2]1.[CH3:10][C:11]1[O:15][C:14]([CH:16]=O)=[CH:13][CH:12]=1.C([O:20][C:21](=O)[C:22](=[O:29])[CH2:23][CH2:24][CH2:25][CH2:26][CH2:27][CH3:28])C. Product: [OH:29][C:22]1[C:21](=[O:20])[N:9]([CH2:8][CH2:7][CH2:6][N:1]2[CH:5]=[CH:4][N:3]=[CH:2]2)[CH:16]([C:14]2[O:15][C:11]([CH3:10])=[CH:12][CH:13]=2)[C:23]=1[CH2:24][CH2:25][CH2:26][CH2:27][CH3:28]. The catalyst class is: 8. (3) Reactant: [C:1]([O:5][C:6](=[O:17])[NH:7][C@H:8]([C:11](=[O:16])N(OC)C)[CH2:9][CH3:10])([CH3:4])([CH3:3])[CH3:2].[CH:18]1([Mg]Br)[CH2:20][CH2:19]1.O1CCCC1.[Cl-].[NH4+]. Product: [C:1]([O:5][C:6](=[O:17])[NH:7][C@H:8]([C:11]([CH:18]1[CH2:20][CH2:19]1)=[O:16])[CH2:9][CH3:10])([CH3:2])([CH3:3])[CH3:4]. The catalyst class is: 7.